This data is from Reaction yield outcomes from USPTO patents with 853,638 reactions. The task is: Predict the reaction yield, written as a fraction of the theoretical maximum amount of product (1.0 means a 100% yield; for example, 0.34 means a 34% yield). (1) The reactants are [F:1][C:2]1[CH:7]=[C:6](OS(C(F)(F)F)(=O)=O)[CH:5]=[C:4]([F:16])[C:3]=1[C:17]1[N:22]=[C:21]([C:23]([O:25][CH3:26])=[O:24])[CH:20]=[CH:19][C:18]=1[F:27].CC1(C)C(C)(C)OB([C:36]2[CH2:41][CH2:40][N:39]([C:42]([O:44][CH2:45][C:46]3[CH:51]=[CH:50][CH:49]=[CH:48][CH:47]=3)=[O:43])[CH2:38][CH:37]=2)O1.C(Cl)Cl. The catalyst is C1COCC1.O.C1C=CC(P(C2C=CC=CC=2)[C-]2C=CC=C2)=CC=1.C1C=CC(P(C2C=CC=CC=2)[C-]2C=CC=C2)=CC=1.Cl[Pd]Cl.[Fe+2]. The product is [CH2:45]([O:44][C:42]([N:39]1[CH2:38][CH:37]=[C:36]([C:6]2[CH:5]=[C:4]([F:16])[C:3]([C:17]3[N:22]=[C:21]([C:23]([O:25][CH3:26])=[O:24])[CH:20]=[CH:19][C:18]=3[F:27])=[C:2]([F:1])[CH:7]=2)[CH2:41][CH2:40]1)=[O:43])[C:46]1[CH:47]=[CH:48][CH:49]=[CH:50][CH:51]=1. The yield is 1.00. (2) The catalyst is C(OCC)(=O)C.CCCCCC. The reactants are [CH3:1][C:2]1[CH:8]=[CH:7][C:6]([C:9]2([CH3:14])[O:13]CCO2)=[CH:5][C:3]=1[NH2:4].Br[CH2:16][C:17]([O:19][CH2:20][CH3:21])=[O:18].C(N([CH2:29][CH3:30])C(C)C)(C)C. The yield is 0.990. The product is [CH2:20]([O:19][C:17](=[O:18])[CH2:16][N:4]([CH2:16][C:17]([O:19][CH2:29][CH3:30])=[O:18])[C:3]1[CH:5]=[C:6]([C:9](=[O:13])[CH3:14])[CH:7]=[CH:8][C:2]=1[CH3:1])[CH3:21]. (3) The reactants are Br[CH2:2][C:3]([C:5]1[C:14]([F:15])=[CH:13][CH:12]=[C:11]2[C:6]=1[N:7]=[C:8]([NH:17][CH:18]1[CH2:20][CH2:19]1)[C:9]([CH3:16])=[N:10]2)=[O:4].[C:21]([O:25][C:26]([NH:28][C:29]1([C:32](=[O:39])[CH2:33][C:34]([O:36][CH2:37][CH3:38])=[O:35])[CH2:31][CH2:30]1)=[O:27])([CH3:24])([CH3:23])[CH3:22].C([O-])([O-])=O.[K+].[K+]. The catalyst is CN(C=O)C.C([O-])(O)=O.[Na+].C(Cl)(Cl)Cl. The product is [C:21]([O:25][C:26]([NH:28][C:29]1([C:32]([CH:33]([CH2:2][C:3]([C:5]2[C:14]([F:15])=[CH:13][CH:12]=[C:11]3[C:6]=2[N:7]=[C:8]([NH:17][CH:18]2[CH2:20][CH2:19]2)[C:9]([CH3:16])=[N:10]3)=[O:4])[C:34]([O:36][CH2:37][CH3:38])=[O:35])=[O:39])[CH2:31][CH2:30]1)=[O:27])([CH3:24])([CH3:23])[CH3:22]. The yield is 0.370. (4) The catalyst is O. The yield is 0.410. The reactants are Br[C:2]1[CH:18]=[CH:17][C:5]2[S:6][CH:7]=[C:8]([C:9]([N:11]3[CH2:16][CH2:15][CH2:14][CH2:13][CH2:12]3)=[O:10])[C:4]=2[CH:3]=1.[CH:19]([N:22]1[CH2:27][CH2:26][NH:25][CH2:24][CH2:23]1)([CH3:21])[CH3:20].[C:28]([O-])([O-])=[O:29].[Na+].[Na+]. The product is [CH:19]([N:22]1[CH2:27][CH2:26][N:25]([C:28]([C:2]2[CH:18]=[CH:17][C:5]3[S:6][CH:7]=[C:8]([C:9]([N:11]4[CH2:16][CH2:15][CH2:14][CH2:13][CH2:12]4)=[O:10])[C:4]=3[CH:3]=2)=[O:29])[CH2:24][CH2:23]1)([CH3:21])[CH3:20].